This data is from Reaction yield outcomes from USPTO patents with 853,638 reactions. The task is: Predict the reaction yield, written as a fraction of the theoretical maximum amount of product (1.0 means a 100% yield; for example, 0.34 means a 34% yield). (1) The reactants are CI.CBr.CCl.[C:7]1([CH3:18])[CH:12]=[CH:11][C:10]([S:13]([O:16]C)(=[O:15])=[O:14])=[CH:9][CH:8]=1.CN(C)C(N(C)C)=O. The catalyst is CN(C=O)C.C1COCC1.CC(C)=O.C(O)(C)C. The product is [C:7]1([CH3:18])[CH:8]=[CH:9][C:10]([S:13]([OH:16])(=[O:14])=[O:15])=[CH:11][CH:12]=1. The yield is 1.00. (2) The reactants are [OH:1]/[N:2]=[C:3](/[C@@H:5]1[C@:21]2([CH3:22])[C@H:8]([C@H:9]3[C@H:18]([CH2:19][CH2:20]2)[C@:17]2([CH3:23])[C:12](=[CH:13][C:14](=[O:24])[CH2:15][CH2:16]2)[CH2:11][CH2:10]3)[CH2:7][CH2:6]1)\[CH3:4].[CH3:25][N:26]([CH3:31])[CH2:27][C:28](O)=[O:29].C(N(CC)C(C)C)(C)C.CCN=C=NCCCN(C)C.C([O-])(O)=O.[Na+]. The catalyst is CN(C1C=CN=CC=1)C.ClCCl. The product is [CH3:25][N:26]([CH3:31])[CH2:27][C:28]([O:1]/[N:2]=[C:3](/[C@@H:5]1[C@:21]2([CH3:22])[C@H:8]([C@H:9]3[C@H:18]([CH2:19][CH2:20]2)[C@:17]2([CH3:23])[C:12](=[CH:13][C:14](=[O:24])[CH2:15][CH2:16]2)[CH2:11][CH2:10]3)[CH2:7][CH2:6]1)\[CH3:4])=[O:29]. The yield is 0.730. (3) The reactants are C(O[C:6](=O)[NH:7][CH2:8][CH2:9][CH2:10][CH2:11][CH2:12][N:13]([CH2:21][C:22]1[CH:27]=[CH:26][CH:25]=[CH:24][CH:23]=1)[CH2:14][C:15]1[CH:20]=[CH:19][CH:18]=[CH:17][CH:16]=1)(C)(C)C.[H-].[Al+3].[Li+].[H-].[H-].[H-].[C@H](O)(C([O-])=O)[C@@H](O)C([O-])=O.[Na+].[K+]. The catalyst is O1C=CCC1. The product is [CH2:14]([N:13]([CH2:21][C:22]1[CH:23]=[CH:24][CH:25]=[CH:26][CH:27]=1)[CH2:12][CH2:11][CH2:10][CH2:9][CH2:8][NH:7][CH3:6])[C:15]1[CH:20]=[CH:19][CH:18]=[CH:17][CH:16]=1. The yield is 0.600. (4) The reactants are O[CH:2]1[C:10]2[C:5](=[C:6]([C:11]3[S:15][C:14]([C:16]4[CH:17]=[CH:18][C:19]([O:24][CH:25]([CH3:27])[CH3:26])=[C:20]([CH:23]=4)[C:21]#[N:22])=[N:13][CH:12]=3)[CH:7]=[CH:8][CH:9]=2)[CH2:4][CH2:3]1.S(Cl)(Cl)=O.C([N:35]([CH:38]([CH3:40])C)[CH2:36]C)(C)C.C(CN)[OH:42]. The catalyst is C(Cl)Cl. The product is [OH:42][CH:40]1[CH2:36][N:35]([CH:2]2[C:10]3[C:5](=[C:6]([C:11]4[S:15][C:14]([C:16]5[CH:17]=[CH:18][C:19]([O:24][CH:25]([CH3:27])[CH3:26])=[C:20]([CH:23]=5)[C:21]#[N:22])=[N:13][CH:12]=4)[CH:7]=[CH:8][CH:9]=3)[CH2:4][CH2:3]2)[CH2:38]1. The yield is 0.460.